This data is from Reaction yield outcomes from USPTO patents with 853,638 reactions. The task is: Predict the reaction yield, written as a fraction of the theoretical maximum amount of product (1.0 means a 100% yield; for example, 0.34 means a 34% yield). The reactants are [C:1]([N:4]1[CH2:9][CH2:8][C@H:7]([NH:10][C:11]([C:13]2[NH:14][C:15]([CH2:19][CH3:20])=[C:16]([Cl:18])[N:17]=2)=[O:12])[C@H:6]([O:21][CH3:22])[CH2:5]1)(=[S:3])[NH2:2].Br[CH:24]([CH3:32])[C:25](=O)[CH2:26][C:27]([O:29][CH3:30])=[O:28]. No catalyst specified. The product is [Cl:18][C:16]1[N:17]=[C:13]([C:11]([NH:10][C@H:7]2[CH2:8][CH2:9][N:4]([C:1]3[S:3][C:24]([CH3:32])=[C:25]([CH2:26][C:27]([O:29][CH3:30])=[O:28])[N:2]=3)[CH2:5][C@H:6]2[O:21][CH3:22])=[O:12])[NH:14][C:15]=1[CH2:19][CH3:20]. The yield is 0.840.